Dataset: Reaction yield outcomes from USPTO patents with 853,638 reactions. Task: Predict the reaction yield, written as a fraction of the theoretical maximum amount of product (1.0 means a 100% yield; for example, 0.34 means a 34% yield). The reactants are C([N:4]1[C:9](=[O:10])[NH:8][C:7](=[O:11])[C:6]([Br:12])=[N:5]1)(=O)C.N1C=CC=CC=1.[C:19](Cl)(=[O:26])[C:20]1[CH:25]=[CH:24][CH:23]=[CH:22][CH:21]=1. The catalyst is O1CCOCC1.CCOC(C)=O. The product is [Br:12][C:6]1[C:7](=[O:11])[N:8]([C:19]([C:20]2[CH:25]=[CH:24][CH:23]=[CH:22][CH:21]=2)=[O:26])[C:9](=[O:10])[NH:4][N:5]=1. The yield is 0.467.